From a dataset of Experimentally validated miRNA-target interactions with 360,000+ pairs, plus equal number of negative samples. Binary Classification. Given a miRNA mature sequence and a target amino acid sequence, predict their likelihood of interaction. (1) The protein sequence of the target gene is MAGTNALLMLENFIDGKFLPCSSYIDSYDPSTGEVYCRVPNSGKDEIEAAVKAAREAFPSWSSRSPQERSRVLNQVADLLEQSLEEFAQAESKDQGKTLALARTMDIPRSVQNFRFFASSSLHHTSECTQMDHLGCMHYTVRAPVGVAGLISPWNLPLYLLTWKIAPAMAAGNTVIAKPSELTSVTAWMLCKLLDKAGVPPGVVNIVFGTGPRVGEALVSHPEVPLISFTGSQPTAERITQLSAPHCKKLSLELGGKNPAIIFEDANLDECIPATVRSSFANQGEICLCTSRIFVQKSIY.... Result: 0 (no interaction). The miRNA is hsa-miR-3667-3p with sequence ACCUUCCUCUCCAUGGGUCUUU. (2) The miRNA is hsa-miR-369-5p with sequence AGAUCGACCGUGUUAUAUUCGC. The protein sequence of the target gene is MEEPPVREEEEEEGEEDEERDEVGPEGALGKSPFQLTAEDVYDISYLLGRELMALGSDPRVTQLQFKVVRVLEMLEALVNEGSLALEELKMERDHLRKEVEGLRRQSPPASGEVNLGPNKMVVDLTDPNRPRFTLQELRDVLQERNKLKSQLLVVQEELQCYKSGLIPPREGPGGRREKDAVVTSAKNAGRNKEEKTIIKKLFFFRSGKQT. Result: 0 (no interaction). (3) The miRNA is hsa-miR-516a-3p with sequence UGCUUCCUUUCAGAGGGU. The protein sequence of the target gene is MPFYRRTVVPQRLCPRNPPQPLAELRDVSHLAALSLLRQLADLCGHSLALLEDLEGHLLALGRRTDSLYRRTVRLRRRLPCRLLGPEDDEELLAAANSGRENATATAHSRSSWRQPVNVFLSSGRPPSVEELLREAQLNLQSLLQEEYEEQYSEARLLGQTFRSSDGAPEPTPSPRPQSAKRLEFVLMPAKRQLSEDETTTQGVRAPEACLSLSTANKQSAWNDPFPLPILKERLWLQPCSTQSDLVPINISGQQFDRHASFRHSLFNTETAVNPKSTLRRRRTIIGFSNFSQRDQGHSS.... Result: 0 (no interaction). (4) The miRNA is hsa-miR-3913-5p with sequence UUUGGGACUGAUCUUGAUGUCU. The protein sequence of the target gene is MNRFGTRLVGATATPPPPPKARSNENLDKIDMSLDDIIKLNRKEGKKQNFPRLNRRLQQSGTRQFRMRVRWGIQQNSGFGKTSLSRRGRVLPGKRRPYGVITGLAARKATGIRKGISPMNRPPLSDKNIERYFPALKRKTSLLRQNEVQRKQVAVLKRPNQLNRKNNIPANFTRNGNKLSHQKDTRQATFLFRRGLKVQTQLNTEQLIDDVVAKRTRQWRTSTTNGGILTVSIDNPGAVQCPVTQKPRLTRTAVPSFLTKREQSDVKKVPKGVPLQFDINSVGKQTGMTLNERFGILKEQ.... Result: 0 (no interaction). (5) The miRNA is mmu-miR-7229-3p with sequence UACACAGACCAGUGACUUUCUGCA. The protein sequence of the target gene is MNEQSEKNNSIQERHTDHSFPEKNCQIGQKQLQQIERQLKCLAFRNPGPQVADFNPETRQQKKKARMSKMNEYFSTKYKIMRKYDKSGRLICNDADLCDCLEKNCLGCFYPCPKCNSNKCGPECRCNRRWVYDAIVTESGEVISTLPFNVPD. Result: 0 (no interaction). (6) The miRNA is hsa-miR-4681 with sequence AACGGGAAUGCAGGCUGUAUCU. The protein sequence of the target gene is MMSMNSKQPHFAMHPTLPEHKYPSLHSSSEAIRRACLPTPPLQSNLFASLDETLLARAEALAAVDIAVSQGKSHPFKPDATYHTMNSVPCTSTSTVPLAHHHHHHHHHQALEPGDLLDHISSPSLALMAGAGGAGAAAGGGGAHDGPGGGGGPGGGGGPGGGPGGGGGGGPGGGGGGPGGGLLGGSAHPHPHMHSLGHLSHPAAAAAMNMPSGLPHPGLVAAAAHHGAAAAAAAAAAGQVAAASAAAAVVGAAGLASICDSDTDPRELEAFAERFKQRRIKLGVTQADVGSALANLKIPG.... Result: 1 (interaction). (7) The miRNA is hsa-miR-6852-5p with sequence CCCUGGGGUUCUGAGGACAUG. The protein sequence of the target gene is MSPWIKHICLVLVAAFMLVKTTESKKDEALYCSACMAIADEINYSISQTDPKKMIHVGGFRLKPDGSLTDKKVPLARSETYLTELLEEVCKSMSDYALYENPDTKEKSYKRFAPRDNDGGNFPDFKNFKFDGPESSSALKFACESIVEELEDDIISLFASDSDHVAKTLCSEVSDHCKSSVFQHSEL. Result: 0 (no interaction). (8) The miRNA is hsa-miR-4667-3p with sequence UCCCUCCUUCUGUCCCCACAG. The protein sequence of the target gene is MVRRVQPDRKQLPLVLLRLLCLLPTGLPVRSVDFNRGTDNITVRQGDTAILRCVVEDKNSKVAWLNRSGIIFAGHDKWSLDPRVELEKRHSLEYSLRIQKVDVYDEGSYTCSVQTQHEPKTSQVYLIVQVPPKISNISSDVTVNEGSNVTLVCMANGRPEPVITWRHLTPTGREFEGEEEYLEILGITREQSGKYECKAANEVSSADVKQVKVTVNYPPTITESKSNEATTGRQASLKCEASAVPAPDFEWYRDDTRINSANGLEIKSTEGQSSLTVTNVTEEHYGNYTCVAANKLGVTN.... Result: 1 (interaction). (9) The miRNA is hsa-miR-6859-3p with sequence UGACCCCCAUGUCGCCUCUGUAG. The protein sequence of the target gene is MTPVSSHGLAESIFDLDYASWKIRSTLAVAGFVFYLGVFVVCHQLSSSLNATYRSLAAKEKVFWNLAATRAVFGVQSTTAGLWALLGDPVLYADKALGQQNWCWFHITTATGFFFFENVAVHLSNLFFRTFDLFLVVHHLFAFLGFLGSAINLRAGHYLAMTTLLLEMSTPFTCISWMLLKAGWSDSLFWKANQWLMIHMFHCRMILTYHMWWVCFCHWDALTSSLHLPHWALFLFGLALLTAVINPYWTHKKTQQLLHPVDWNFAQEEAKGSRQERTNGQVPRKKRL. Result: 0 (no interaction).